This data is from Reaction yield outcomes from USPTO patents with 853,638 reactions. The task is: Predict the reaction yield, written as a fraction of the theoretical maximum amount of product (1.0 means a 100% yield; for example, 0.34 means a 34% yield). The reactants are [Br:1][C:2]1[CH:7]=[CH:6][C:5]([CH:8]2[O:13][CH2:12][CH2:11][N:10](S(C3C=CC(C)=CC=3)(=O)=O)[CH2:9]2)=[CH:4][CH:3]=1.[C:24]1(O)C=CC=CC=1.Br.C=O.[BH-](OC(C)=O)(OC(C)=O)OC(C)=O.[Na+].C([O-])(O)=O.[Na+]. The catalyst is C1COCC1. The product is [Br:1][C:2]1[CH:3]=[CH:4][C:5]([CH:8]2[O:13][CH2:12][CH2:11][N:10]([CH3:24])[CH2:9]2)=[CH:6][CH:7]=1. The yield is 0.640.